From a dataset of NCI-60 drug combinations with 297,098 pairs across 59 cell lines. Regression. Given two drug SMILES strings and cell line genomic features, predict the synergy score measuring deviation from expected non-interaction effect. Cell line: SF-539. Drug 2: C(CC(=O)O)C(=O)CN.Cl. Drug 1: C1CCN(CC1)CCOC2=CC=C(C=C2)C(=O)C3=C(SC4=C3C=CC(=C4)O)C5=CC=C(C=C5)O. Synergy scores: CSS=5.37, Synergy_ZIP=-1.96, Synergy_Bliss=-1.06, Synergy_Loewe=0.344, Synergy_HSA=-0.000356.